From a dataset of Full USPTO retrosynthesis dataset with 1.9M reactions from patents (1976-2016). Predict the reactants needed to synthesize the given product. The reactants are: [C:1]([O:4][CH2:5][CH2:6]Br)(=[O:3])[CH3:2].C(=O)([O-])[O-].[K+].[K+].[C:14]([C:17]1[CH:18]([C:35]2[CH:42]=[CH:41][C:38]([C:39]#[N:40])=[CH:37][CH:36]=2)[NH:19][C:20](=[S:34])[N:21]([C:24]2[CH:29]=[CH:28][CH:27]=[C:26]([C:30]([F:33])([F:32])[F:31])[CH:25]=2)[C:22]=1[CH3:23])(=[O:16])[CH3:15]. Given the product [C:14]([C:17]1[CH:18]([C:35]2[CH:36]=[CH:37][C:38]([C:39]#[N:40])=[CH:41][CH:42]=2)[N:19]=[C:20]([S:34][CH2:6][CH2:5][O:4][C:1](=[O:3])[CH3:2])[N:21]([C:24]2[CH:29]=[CH:28][CH:27]=[C:26]([C:30]([F:33])([F:31])[F:32])[CH:25]=2)[C:22]=1[CH3:23])(=[O:16])[CH3:15], predict the reactants needed to synthesize it.